Dataset: Peptide-MHC class I binding affinity with 185,985 pairs from IEDB/IMGT. Task: Regression. Given a peptide amino acid sequence and an MHC pseudo amino acid sequence, predict their binding affinity value. This is MHC class I binding data. The peptide sequence is EEFGSKSG. The MHC is HLA-B27:05 with pseudo-sequence HLA-B27:05. The binding affinity (normalized) is 0.